The task is: Predict which catalyst facilitates the given reaction.. This data is from Catalyst prediction with 721,799 reactions and 888 catalyst types from USPTO. (1) Reactant: [CH3:1][C:2]([C:4]1[CH:5]=[CH:6][C:7]([OH:11])=[CH:8][C:9]=1[OH:10])=O. Product: [CH2:2]([C:4]1[CH:5]=[CH:6][C:7]([OH:11])=[CH:8][C:9]=1[OH:10])[CH3:1]. The catalyst class is: 227. (2) Reactant: Cl[C:2]1[N:7]=[C:6]([C:8]#[N:9])[C:5]2[N:10]=[C:11]([N:13]([CH3:15])[CH3:14])[NH:12][C:4]=2[CH:3]=1.[CH2:16]([O:18][C:19]1[CH:24]=[CH:23][C:22](B(O)O)=[CH:21][C:20]=1[C:28]([F:31])([F:30])[F:29])[CH3:17].C(=O)([O-])[O-].[K+].[K+]. The catalyst class is: 1. Product: [CH3:14][N:13]([CH3:15])[C:11]1[NH:12][C:4]2[CH:3]=[C:2]([C:22]3[CH:23]=[CH:24][C:19]([O:18][CH2:16][CH3:17])=[C:20]([C:28]([F:29])([F:31])[F:30])[CH:21]=3)[N:7]=[C:6]([C:8]#[N:9])[C:5]=2[N:10]=1. (3) Reactant: [OH-].[Na+].C[O:4][C:5](=[O:41])[CH2:6][N:7]([C:30]([O:32][C:33]1[CH:38]=[CH:37][C:36]([O:39][CH3:40])=[CH:35][CH:34]=1)=[O:31])[CH2:8][C:9]1[CH:14]=[CH:13][C:12]([O:15][CH2:16][CH2:17][C:18]2[N:19]=[C:20]([C:24]3[CH:29]=[CH:28][CH:27]=[CH:26][CH:25]=3)[O:21][C:22]=2[CH3:23])=[CH:11][CH:10]=1.P(=O)(O)(O)O. Product: [CH3:40][O:39][C:36]1[CH:35]=[CH:34][C:33]([O:32][C:30]([N:7]([CH2:8][C:9]2[CH:14]=[CH:13][C:12]([O:15][CH2:16][CH2:17][C:18]3[N:19]=[C:20]([C:24]4[CH:29]=[CH:28][CH:27]=[CH:26][CH:25]=4)[O:21][C:22]=3[CH3:23])=[CH:11][CH:10]=2)[CH2:6][C:5]([OH:41])=[O:4])=[O:31])=[CH:38][CH:37]=1. The catalyst class is: 40.